Task: Predict which catalyst facilitates the given reaction.. Dataset: Catalyst prediction with 721,799 reactions and 888 catalyst types from USPTO (1) Reactant: [C:1]1([CH2:7][CH2:8][CH2:9][CH2:10]O)[CH:6]=[CH:5][CH:4]=[CH:3][CH:2]=1.C1C=CC(P(C2C=CC=CC=2)C2C=CC=CC=2)=CC=1.N1C=CN=C1.[I:36]I. Product: [I:36][CH2:10][CH2:9][CH2:8][CH2:7][C:1]1[CH:6]=[CH:5][CH:4]=[CH:3][CH:2]=1. The catalyst class is: 11. (2) Product: [Br:1][CH:26]1[C:25]2[C:29](=[CH:30][CH:31]=[C:23]([O:22][CH3:21])[CH:24]=2)[C:28](=[O:32])[CH2:27]1. Reactant: [Br:1]N1C(=O)CCC1=O.N(C(C)(C)C#N)=NC(C)(C)C#N.[CH3:21][O:22][C:23]1[CH:24]=[C:25]2[C:29](=[CH:30][CH:31]=1)[C:28](=[O:32])[CH2:27][CH2:26]2. The catalyst class is: 53. (3) Reactant: [C:1](Cl)(=[O:3])[CH3:2].[CH2:5]([N:9]1[C:13](=[O:14])[C:12]([NH:15][C:16]2[CH:17]=[C:18]3[C:23](=[CH:24][CH:25]=2)[CH2:22][NH:21][CH2:20][CH2:19]3)=[C:11]([C:26]2[CH:31]=[CH:30][CH:29]=[CH:28][CH:27]=2)[S:10]1(=[O:33])=[O:32])[CH2:6][CH2:7][CH3:8].CCOC(C)=O. Product: [C:1]([N:21]1[CH2:20][CH2:19][C:18]2[C:23](=[CH:24][CH:25]=[C:16]([NH:15][C:12]3[C:13](=[O:14])[N:9]([CH2:5][CH2:6][CH2:7][CH3:8])[S:10](=[O:32])(=[O:33])[C:11]=3[C:26]3[CH:31]=[CH:30][CH:29]=[CH:28][CH:27]=3)[CH:17]=2)[CH2:22]1)(=[O:3])[CH3:2]. The catalyst class is: 1. (4) Reactant: [NH2:1][C@H:2]([CH2:7][OH:8])[CH2:3][CH:4]([CH3:6])[CH3:5].[CH2:9]([O:16][C:17](Cl)=[O:18])[C:10]1[CH:15]=[CH:14][CH:13]=[CH:12][CH:11]=1.C(N(CC)CC)C. Product: [CH2:9]([O:16][C:17](=[O:18])[NH:1][C@H:2]([CH2:7][OH:8])[CH2:3][CH:4]([CH3:6])[CH3:5])[C:10]1[CH:15]=[CH:14][CH:13]=[CH:12][CH:11]=1. The catalyst class is: 2.